From a dataset of Catalyst prediction with 721,799 reactions and 888 catalyst types from USPTO. Predict which catalyst facilitates the given reaction. The catalyst class is: 7. Product: [ClH:1].[NH2:24][CH:20]1[CH2:21][CH2:22][CH2:23][CH:18]([C:16]([N:15]([CH2:32][C:33]2[CH:38]=[CH:37][CH:36]=[CH:35][CH:34]=2)[CH2:8][C:9]2[CH:10]=[CH:11][CH:12]=[CH:13][CH:14]=2)=[O:17])[CH2:19]1. Reactant: [ClH:1].O1CCOCC1.[CH2:8]([N:15]([CH2:32][C:33]1[CH:38]=[CH:37][CH:36]=[CH:35][CH:34]=1)[C:16]([CH:18]1[CH2:23][CH2:22][CH2:21][CH:20]([NH:24]C(OC(C)(C)C)=O)[CH2:19]1)=[O:17])[C:9]1[CH:14]=[CH:13][CH:12]=[CH:11][CH:10]=1.